This data is from Catalyst prediction with 721,799 reactions and 888 catalyst types from USPTO. The task is: Predict which catalyst facilitates the given reaction. (1) The catalyst class is: 99. Product: [O:14]1[CH2:15][CH2:16][CH2:17][CH2:18][CH:13]1[N:7]1[CH:6]=[C:5]2[C:9]([CH:10]=[CH:11][CH:12]=[C:4]2[NH2:1])=[N:8]1. Reactant: [N+:1]([C:4]1[C:5]2[C:9]([CH:10]=[CH:11][CH:12]=1)=[N:8][N:7]([CH:13]1[CH2:18][CH2:17][CH2:16][CH2:15][O:14]1)[CH:6]=2)([O-])=O. (2) Reactant: [CH2:1]([O:3][C:4]([N:6]1[CH2:12][CH2:11][CH2:10][N:9]([C:13]2[NH:17][C:16]3[CH:18]=[CH:19][CH:20]=[CH:21][C:15]=3[N:14]=2)[CH2:8][CH2:7]1)=[O:5])[CH3:2].[H-].[Na+].Cl[CH2:25][C:26]1[O:30][C:29]([C:31]([O:33][CH2:34][CH3:35])=[O:32])=[CH:28][CH:27]=1.C(OCC)(=O)C. Product: [CH2:1]([O:3][C:4]([N:6]1[CH2:12][CH2:11][CH2:10][N:9]([C:13]2[N:14]([CH2:25][C:26]3[O:30][C:29]([C:31]([O:33][CH2:34][CH3:35])=[O:32])=[CH:28][CH:27]=3)[C:15]3[CH:21]=[CH:20][CH:19]=[CH:18][C:16]=3[N:17]=2)[CH2:8][CH2:7]1)=[O:5])[CH3:2]. The catalyst class is: 9. (3) Reactant: C(O[C:6]([N:8]1[CH2:13][CH2:12][N:11]([C:14]2[CH:19]=[CH:18][C:17]([CH:20]=[O:21])=[CH:16][C:15]=2[F:22])[CH2:10][CH2:9]1)=O)(C)(C)C.[C:23]([OH:29])(C(F)(F)F)=O. Product: [CH2:13]([N:8]([CH2:9][CH3:10])[C:23](=[O:29])[CH:6]([N:8]1[CH2:9][CH2:10][N:11]([C:14]2[CH:19]=[CH:18][C:17]([CH:20]=[O:21])=[CH:16][C:15]=2[F:22])[CH2:12][CH2:13]1)[C:16]1[CH:15]=[CH:14][CH:19]=[CH:18][CH:17]=1)[CH3:12]. The catalyst class is: 2. (4) Reactant: C(OC([N:8]([CH2:38][C:39]([O:41]C(C)(C)C)=[O:40])[C:9]1[CH:14]=[CH:13][CH:12]=[C:11]([CH:15]([CH2:26][C:27]2[CH:32]=[CH:31][C:30]([C:33]([CH2:36][CH3:37])([CH3:35])[CH3:34])=[CH:29][CH:28]=2)[NH:16][S:17]([C:20]2[CH:25]=[CH:24][CH:23]=[CH:22][N:21]=2)(=[O:19])=[O:18])[N:10]=1)=O)(C)(C)C.[ClH:46].O1CCOCC1. Product: [ClH:46].[C:33]([C:30]1[CH:29]=[CH:28][C:27]([CH2:26][CH:15]([NH:16][S:17]([C:20]2[CH:25]=[CH:24][CH:23]=[CH:22][N:21]=2)(=[O:19])=[O:18])[C:11]2[N:10]=[C:9]([NH:8][CH2:38][C:39]([OH:41])=[O:40])[CH:14]=[CH:13][CH:12]=2)=[CH:32][CH:31]=1)([CH2:36][CH3:37])([CH3:34])[CH3:35]. The catalyst class is: 2. (5) Reactant: [CH:1]1(B(O)O)[CH2:3][CH2:2]1.C1(P(C2CCCCC2)C2C=CC=CC=2C2C(OC)=CC=CC=2OC)CCCCC1.C(=O)([O-])[O-].[Na+].[Na+].Br[C:43]1[C:48]([C:49]2[CH:54]=[CH:53][C:52]([F:55])=[CH:51][C:50]=2[F:56])=[C:47]([F:57])[C:46]([O:58][CH3:59])=[C:45]([CH:60]=[O:61])[CH:44]=1. Product: [CH:1]1([C:43]2[C:48]([C:49]3[CH:54]=[CH:53][C:52]([F:55])=[CH:51][C:50]=3[F:56])=[C:47]([F:57])[C:46]([O:58][CH3:59])=[C:45]([CH:60]=[O:61])[CH:44]=2)[CH2:3][CH2:2]1. The catalyst class is: 720. (6) Reactant: [Cl:1][C:2]1[CH:3]=[C:4]([OH:11])[C:5](=[CH:9][CH:10]=1)[C:6]([OH:8])=[O:7].Cl.CN(C)[CH2:15][CH2:16]CN=C=N.O.ON1C2C=CC=CC=2N=N1.C(O)C. Product: [Cl:1][C:2]1[CH:3]=[C:4]([OH:11])[C:5](=[CH:9][CH:10]=1)[C:6]([O:8][CH2:15][CH3:16])=[O:7]. The catalyst class is: 35.